Dataset: Full USPTO retrosynthesis dataset with 1.9M reactions from patents (1976-2016). Task: Predict the reactants needed to synthesize the given product. (1) The reactants are: [C:1]1([CH:7]([CH3:10])[C:8]#[N:9])[CH:6]=[CH:5][CH:4]=[CH:3][CH:2]=1.C[Si]([N-][Si](C)(C)C)(C)C.[Na+].[CH2:21](I)[CH3:22].O. Given the product [CH3:10][C:7]([C:1]1[CH:6]=[CH:5][CH:4]=[CH:3][CH:2]=1)([CH2:21][CH3:22])[C:8]#[N:9], predict the reactants needed to synthesize it. (2) Given the product [Cl:28][C:29]1[CH:34]=[CH:33][C:32]([S:35]([N:8]2[CH2:13][CH2:12][CH:11]([NH:14][C:15]([NH:17][C:18]3[CH:23]=[CH:22][CH:21]=[C:20]([C:24]([F:25])([F:26])[F:27])[CH:19]=3)=[O:16])[CH2:10][CH2:9]2)(=[O:37])=[O:36])=[CH:31][CH:30]=1, predict the reactants needed to synthesize it. The reactants are: C(N(CC)CC)C.[NH:8]1[CH2:13][CH2:12][CH:11]([NH:14][C:15]([NH:17][C:18]2[CH:23]=[CH:22][CH:21]=[C:20]([C:24]([F:27])([F:26])[F:25])[CH:19]=2)=[O:16])[CH2:10][CH2:9]1.[Cl:28][C:29]1[CH:34]=[CH:33][C:32]([S:35](Cl)(=[O:37])=[O:36])=[CH:31][CH:30]=1.O. (3) Given the product [Cl:8][C:6]1[CH:5]=[C:4]([S:9][C:10]2[N:14]([C:15]3[CH:16]=[CH:17][CH:18]=[CH:19][CH:20]=3)[N:13]=[C:12]([CH3:21])[C:11]=2[CH:22]([C:24]2[CH:25]=[CH:26][CH:27]=[CH:28][CH:29]=2)[OH:23])[CH:3]=[C:2]([Cl:1])[CH:7]=1, predict the reactants needed to synthesize it. The reactants are: [Cl:1][C:2]1[CH:3]=[C:4]([S:9][C:10]2[N:14]([C:15]3[CH:20]=[CH:19][CH:18]=[CH:17][CH:16]=3)[N:13]=[C:12]([CH3:21])[C:11]=2[C:22]([C:24]2[CH:29]=[CH:28][CH:27]=[CH:26][CH:25]=2)=[O:23])[CH:5]=[C:6]([Cl:8])[CH:7]=1.[BH4-].[Na+].